Dataset: Catalyst prediction with 721,799 reactions and 888 catalyst types from USPTO. Task: Predict which catalyst facilitates the given reaction. (1) Reactant: [N+:1]([C:4]1[CH:5]=[C:6]2[C:10](=[CH:11][CH:12]=1)[NH:9][CH:8]=[CH:7]2)([O-:3])=[O:2].ClS([N:17]=[C:18]=O)(=O)=O. Product: [N+:1]([C:4]1[CH:5]=[C:6]2[C:10](=[CH:11][CH:12]=1)[NH:9][CH:8]=[C:7]2[C:18]#[N:17])([O-:3])=[O:2]. The catalyst class is: 27. (2) Reactant: C(OC(=O)[NH:7][CH2:8][CH2:9][N:10]1[C:18]2[C:17]([NH:19][C:20]3[CH:25]=[CH:24][C:23]([O:26][C:27]4[CH:32]=[CH:31][CH:30]=[C:29]([O:33][C:34]([F:39])([F:38])[CH:35]([F:37])[F:36])[CH:28]=4)=[C:22]([Cl:40])[CH:21]=3)=[N:16][CH:15]=[N:14][C:13]=2[CH:12]=[CH:11]1)(C)(C)C.[ClH:42]. Product: [ClH:40].[ClH:42].[NH2:7][CH2:8][CH2:9][N:10]1[C:18]2[C:17]([NH:19][C:20]3[CH:25]=[CH:24][C:23]([O:26][C:27]4[CH:32]=[CH:31][CH:30]=[C:29]([O:33][C:34]([F:39])([F:38])[CH:35]([F:36])[F:37])[CH:28]=4)=[C:22]([Cl:40])[CH:21]=3)=[N:16][CH:15]=[N:14][C:13]=2[CH:12]=[CH:11]1. The catalyst class is: 7. (3) Reactant: [C:1]([C:5]1[S:9]/[C:8](=[N:10]\[C:11]([C:13]2[CH:26]=[C:25]([C:27]([F:30])([F:29])[F:28])[CH:24]=[CH:23][C:14]=2[CH2:15][N:16]2[CH2:19][CH:18]([C:20]([OH:22])=[O:21])[CH2:17]2)=[O:12])/[N:7]([CH2:31][CH2:32][CH2:33][CH3:34])[N:6]=1)([CH3:4])([CH3:3])[CH3:2].[N+](=[CH:37][Si](C)(C)C)=[N-]. Product: [CH2:31]([N:7]1[N:6]=[C:5]([C:1]([CH3:4])([CH3:3])[CH3:2])[S:9]/[C:8]/1=[N:10]\[C:11]([C:13]1[CH:26]=[C:25]([C:27]([F:30])([F:29])[F:28])[CH:24]=[CH:23][C:14]=1[CH2:15][N:16]1[CH2:19][CH:18]([C:20]([O:22][CH3:37])=[O:21])[CH2:17]1)=[O:12])[CH2:32][CH2:33][CH3:34]. The catalyst class is: 5. (4) Product: [Cl:22][CH2:23][C:24]([NH:1][CH:2]1[CH2:3][CH2:4][N:5]([C:8]([O:10][C:11]([CH3:14])([CH3:13])[CH3:12])=[O:9])[CH2:6][CH2:7]1)=[O:25]. The catalyst class is: 4. Reactant: [NH2:1][CH:2]1[CH2:7][CH2:6][N:5]([C:8]([O:10][C:11]([CH3:14])([CH3:13])[CH3:12])=[O:9])[CH2:4][CH2:3]1.CCN(CC)CC.[Cl:22][CH2:23][C:24](Cl)=[O:25]. (5) Reactant: [Cl:1][C:2]1[C:3]([C:27]([F:30])([F:29])[F:28])=[N:4][N:5]([CH:8]2[CH2:12][CH2:11][N:10]([C:13]3[CH:14]=[N:15][N:16]([C:19]4[CH:24]=[CH:23][C:22]([F:25])=[CH:21][CH:20]=4)[C:17]=3I)[C:9]2=[O:26])[C:6]=1[CH3:7].[CH:31]1(B(O)O)[CH2:33][CH2:32]1.C1(P(C2CCCCC2)C2CCCCC2)CCCCC1.P([O-])([O-])([O-])=O.[K+].[K+].[K+]. Product: [Cl:1][C:2]1[C:3]([C:27]([F:30])([F:29])[F:28])=[N:4][N:5]([CH:8]2[CH2:12][CH2:11][N:10]([C:13]3[CH:14]=[N:15][N:16]([C:19]4[CH:24]=[CH:23][C:22]([F:25])=[CH:21][CH:20]=4)[C:17]=3[CH:31]3[CH2:33][CH2:32]3)[C:9]2=[O:26])[C:6]=1[CH3:7]. The catalyst class is: 498.